Dataset: Forward reaction prediction with 1.9M reactions from USPTO patents (1976-2016). Task: Predict the product of the given reaction. (1) The product is: [CH3:1][N:2]([CH3:3])[C:5]1[CH:10]=[N:9][C:8]([N+:11]([O-:13])=[O:12])=[CH:7][CH:6]=1. Given the reactants [CH3:1][NH:2][CH3:3].Br[C:5]1[CH:6]=[CH:7][C:8]([N+:11]([O-:13])=[O:12])=[N:9][CH:10]=1, predict the reaction product. (2) Given the reactants [OH:1][C:2]1[CH:3]=[C:4]2[C:9](=[CH:10][C:11]=1[CH3:12])[CH:8]=[N:7][CH:6]=[CH:5]2.Cl[C:14]1[C:23]2[C:18](=[CH:19][C:20]([O:26][CH3:27])=[C:21]([O:24][CH3:25])[CH:22]=2)[N:17]=[CH:16][CH:15]=1.O, predict the reaction product. The product is: [CH3:25][O:24][C:21]1[CH:22]=[C:23]2[C:18](=[CH:19][C:20]=1[O:26][CH3:27])[N:17]=[CH:16][CH:15]=[C:14]2[O:1][C:2]1[CH:3]=[C:4]2[C:9](=[CH:10][C:11]=1[CH3:12])[CH:8]=[N:7][CH:6]=[CH:5]2.